Dataset: Full USPTO retrosynthesis dataset with 1.9M reactions from patents (1976-2016). Task: Predict the reactants needed to synthesize the given product. (1) The reactants are: [F:1][C:2]([F:14])([F:13])[C:3]([F:12])([C:8]([F:11])([F:10])[F:9])[CH2:4][CH2:5][CH2:6]Br.C(=O)([O-])[O-].[K+].[K+].[CH3:21][O:22][C:23](=[O:26])[CH2:24][SH:25].CN(C)C=O. Given the product [CH3:21][O:22][C:23](=[O:26])[CH2:24][S:25][CH2:6][CH2:5][CH2:4][C:3]([F:12])([C:8]([F:11])([F:10])[F:9])[C:2]([F:14])([F:13])[F:1], predict the reactants needed to synthesize it. (2) Given the product [C:18]1([S:24][C:6]2[CH:7]=[C:8]3[C:13](=[CH:14][CH:15]=2)[N:12]=[CH:11][CH:10]=[CH:9]3)[CH:23]=[CH:22][CH:21]=[CH:20][CH:19]=1, predict the reactants needed to synthesize it. The reactants are: N([O-])=O.[Na+].N[C:6]1[CH:7]=[C:8]2[C:13](=[CH:14][CH:15]=1)[N:12]=[CH:11][CH:10]=[CH:9]2.[OH-].[K+].[C:18]1([SH:24])[CH:23]=[CH:22][CH:21]=[CH:20][CH:19]=1. (3) Given the product [F:9][C:4]1[CH:3]=[C:2]([N:10]2[CH:14]=[N:13][CH:12]=[N:11]2)[CH:8]=[CH:7][C:5]=1[NH2:6], predict the reactants needed to synthesize it. The reactants are: Br[C:2]1[CH:8]=[CH:7][C:5]([NH2:6])=[C:4]([F:9])[CH:3]=1.[NH:10]1[CH:14]=[N:13][CH:12]=[N:11]1.C(=O)([O-])[O-].[K+].[K+].O.